Task: Predict which catalyst facilitates the given reaction.. Dataset: Catalyst prediction with 721,799 reactions and 888 catalyst types from USPTO (1) Reactant: Br[C:2]1[CH:3]=[C:4]([C:7]2[N:12]([CH2:13][C:14]3[CH:19]=[CH:18][C:17]([F:20])=[CH:16][C:15]=3[F:21])[C:11](=[O:22])[C:10]([C:23]#[N:24])=[C:9]([C:25]([F:28])([F:27])[F:26])[CH:8]=2)[S:5][CH:6]=1.[CH3:29][O:30][C:31](=[O:48])[CH2:32][C:33]1[CH:38]=[CH:37][CH:36]=[C:35](B2OC(C)(C)C(C)(C)O2)[CH:34]=1.C(Cl)Cl.C([O-])([O-])=O.[K+].[K+]. Product: [CH3:29][O:30][C:31](=[O:48])[CH2:32][C:33]1[CH:34]=[CH:35][CH:36]=[C:37]([C:2]2[CH:3]=[C:4]([C:7]3[N:12]([CH2:13][C:14]4[CH:19]=[CH:18][C:17]([F:20])=[CH:16][C:15]=4[F:21])[C:11](=[O:22])[C:10]([C:23]#[N:24])=[C:9]([C:25]([F:27])([F:26])[F:28])[CH:8]=3)[S:5][CH:6]=2)[CH:38]=1. The catalyst class is: 149. (2) Reactant: [CH2:1]([O:8][CH:9]([CH2:13][NH:14][C:15]([O:17][C:18]([CH3:21])([CH3:20])[CH3:19])=[O:16])[C:10]([OH:12])=O)[C:2]1[CH:7]=[CH:6][CH:5]=[CH:4][CH:3]=1.Cl.[CH3:23][NH:24][O:25][CH3:26].C(Cl)CCl.C(N(CC)CC)C. Product: [CH2:1]([O:8][CH:9]([C:10]([N:24]([O:25][CH3:26])[CH3:23])=[O:12])[CH2:13][NH:14][C:15](=[O:16])[O:17][C:18]([CH3:21])([CH3:20])[CH3:19])[C:2]1[CH:3]=[CH:4][CH:5]=[CH:6][CH:7]=1. The catalyst class is: 2.